From a dataset of Catalyst prediction with 721,799 reactions and 888 catalyst types from USPTO. Predict which catalyst facilitates the given reaction. (1) Reactant: COC(=O)CC1C=C([S:11](Cl)(=[O:13])=[O:12])C=CC=1C.[NH:17]1[CH2:22][CH2:21][NH:20][CH2:19][CH2:18]1.C([N:25](CC)CC)C. Product: [N:17]1([S:11]([NH2:25])(=[O:12])=[O:13])[CH2:22][CH2:21][NH:20][CH2:19][CH2:18]1. The catalyst class is: 230. (2) Reactant: Cl[C:2]1[C:11]2[C:6](=[CH:7][C:8]([C:12]([F:15])([F:14])[F:13])=[CH:9][CH:10]=2)[N:5]=[CH:4][CH:3]=1.C(N(CC)CC)C. Product: [F:15][C:12]([F:13])([F:14])[C:8]1[CH:7]=[C:6]2[C:11]([CH:2]=[CH:3][CH:4]=[N:5]2)=[CH:10][CH:9]=1. The catalyst class is: 43. (3) Reactant: [CH2:1]([O:3][CH2:4][C:5]1[S:6][C:7]2[C:16]3[CH:15]=[CH:14][CH:13]=[CH:12][C:11]=3[N:10]=[C:9]([NH:17]C(=O)C(Cl)(Cl)Cl)[C:8]=2[N:24]=1)[CH3:2].C[O-].[Na+]. Product: [CH2:1]([O:3][CH2:4][C:5]1[S:6][C:7]2[C:16]3[CH:15]=[CH:14][CH:13]=[CH:12][C:11]=3[N:10]=[C:9]([NH2:17])[C:8]=2[N:24]=1)[CH3:2]. The catalyst class is: 5. (4) Reactant: Br[CH:2]([CH2:8]Br)[C:3]([O:5][CH2:6][CH3:7])=[O:4].[CH2:10]([NH:17][CH2:18][CH2:19][NH:20][CH2:21][C:22]1[CH:27]=[CH:26][CH:25]=[CH:24][CH:23]=1)[C:11]1[CH:16]=[CH:15][CH:14]=[CH:13][CH:12]=1.C(N(CC)CC)C. Product: [C:22]1([CH2:21][N:20]2[CH2:19][CH2:18][N:17]([CH2:10][C:11]3[CH:16]=[CH:15][CH:14]=[CH:13][CH:12]=3)[CH2:8][CH:2]2[C:3]([O:5][CH2:6][CH3:7])=[O:4])[CH:23]=[CH:24][CH:25]=[CH:26][CH:27]=1. The catalyst class is: 11. (5) Reactant: [C:1]1([CH2:7][C:8]#[C:9][C:10]2[C:11]([NH2:16])=[N:12][CH:13]=[CH:14][CH:15]=2)[CH:6]=[CH:5][CH:4]=[CH:3][CH:2]=1.C(O)(C)(C)C.CC(C)([O-])C.[K+]. Product: [CH2:7]([C:8]1[NH:16][C:11]2=[N:12][CH:13]=[CH:14][CH:15]=[C:10]2[CH:9]=1)[C:1]1[CH:2]=[CH:3][CH:4]=[CH:5][CH:6]=1. The catalyst class is: 6. (6) Reactant: [CH2:1]1O[C:4]([N:8]2[CH2:14][CH:13]3[CH2:15][CH:10]([CH2:11][C:12]3=[O:16])[CH2:9]2)([O:5]CC)[O:3][CH2:2]1. Product: [O:16]=[C:12]1[CH2:11][CH:10]2[CH2:15][CH:13]1[CH2:14][N:8]([C:4]([O:3][CH2:2][CH3:1])=[O:5])[CH2:9]2. The catalyst class is: 65.